This data is from Forward reaction prediction with 1.9M reactions from USPTO patents (1976-2016). The task is: Predict the product of the given reaction. (1) Given the reactants [OH:1][C@H:2]1[CH2:19][CH2:18][C@:17]2([CH3:20])[C@H:4]([C:5](=[CH2:29])[CH2:6][C@H:7]3[C@H:16]2[CH2:15][CH2:14][C@:12]2([CH3:13])[C@@H:8]3[CH2:9][C:10](=[CH:22][C:23]3[CH:28]=[CH:27][CH:26]=[CH:25][CH:24]=3)[C:11]2=[O:21])[CH2:3]1.O.[BH4-].[Na+].CC(O)=O, predict the reaction product. The product is: [CH2:29]=[C:5]1[C@H:4]2[C@@:17]([CH3:20])([CH2:18][CH2:19][C@H:2]([OH:1])[CH2:3]2)[C@H:16]2[C@@H:7]([C@@H:8]3[C@:12]([CH2:14][CH2:15]2)([CH3:13])[C@H:11]([OH:21])[C:10](=[CH:22][C:23]2[CH:24]=[CH:25][CH:26]=[CH:27][CH:28]=2)[CH2:9]3)[CH2:6]1. (2) Given the reactants [C:1]([O:5][C:6]([N:8]1[CH2:14][CH2:13][CH2:12][N:11]([C:15]2[NH:19][C:18]3[CH:20]=[CH:21][CH:22]=[CH:23][C:17]=3[N:16]=2)[CH2:10][CH2:9]1)=[O:7])([CH3:4])([CH3:3])[CH3:2].[H-].[Na+].Cl[CH2:27][CH2:28][CH2:29][C:30](=[O:32])[CH3:31].C(=O)=O.CC(C)=O.[Cl-].[NH4+], predict the reaction product. The product is: [C:1]([O:5][C:6]([N:8]1[CH2:14][CH2:13][CH2:12][N:11]([C:15]2[N:16]([CH2:27][CH2:28][CH2:29][C:30](=[O:32])[CH3:31])[C:17]3[CH:23]=[CH:22][CH:21]=[CH:20][C:18]=3[N:19]=2)[CH2:10][CH2:9]1)=[O:7])([CH3:4])([CH3:2])[CH3:3]. (3) Given the reactants [I:1][C:2]1[C:10]2[C:5](=[CH:6][N:7]=[C:8](/[N:11]=[CH:12]/[N:13]([CH3:15])[CH3:14])[CH:9]=2)[NH:4][CH:3]=1.[OH-].[Na+].[CH3:18]I.O, predict the reaction product. The product is: [I:1][C:2]1[C:10]2[C:5](=[CH:6][N:7]=[C:8](/[N:11]=[CH:12]/[N:13]([CH3:15])[CH3:14])[CH:9]=2)[N:4]([CH3:18])[CH:3]=1. (4) Given the reactants [NH:1]1[CH2:5][CH2:4][CH2:3][CH2:2]1.C([O-])([O-])=O.[K+].[K+].Br[CH2:13][C:14]([CH3:18])([CH3:17])[CH2:15][OH:16], predict the reaction product. The product is: [CH3:13][C:14]([CH3:18])([CH2:17][N:1]1[CH2:5][CH2:4][CH2:3][CH2:2]1)[CH2:15][OH:16]. (5) Given the reactants [Cl:1][C:2]1[S:3][C:4]([CH2:7][N:8]2[CH2:12][CH2:11][NH:10][C:9]2=[CH:13][N+:14]([O-:16])=[O:15])=[CH:5][N:6]=1.[CH:17](=[O:22])[CH2:18][CH2:19][CH:20]=O.Cl, predict the reaction product. The product is: [Cl:1][C:2]1[S:3][C:4]([CH2:7][N:8]2[C:9]3=[C:13]([N+:14]([O-:16])=[O:15])[CH:20]4[O:22][CH:17]([N:10]3[CH2:11][CH2:12]2)[CH2:18][CH2:19]4)=[CH:5][N:6]=1.